Dataset: Forward reaction prediction with 1.9M reactions from USPTO patents (1976-2016). Task: Predict the product of the given reaction. (1) Given the reactants Cl[CH2:2][C:3]([NH:5][C:6]1[C:15]([Cl:16])=[CH:14][CH:13]=[C:12]2[C:7]=1[CH:8]=[CH:9][C:10]([N:17]1[CH2:21][CH2:20][C@@H:19]([O:22][Si:23]([C:26]([CH3:29])([CH3:28])[CH3:27])([CH3:25])[CH3:24])[CH2:18]1)=[N:11]2)=[O:4].[C:30]1([SH:36])[CH:35]=[CH:34][CH:33]=[CH:32][CH:31]=1.C(N(CC)CC)C, predict the reaction product. The product is: [Cl:16][C:15]1[C:6]([NH:5][C:3](=[O:4])[CH2:2][S:36][C:30]2[CH:35]=[CH:34][CH:33]=[CH:32][CH:31]=2)=[C:7]2[C:12](=[CH:13][CH:14]=1)[N:11]=[C:10]([N:17]1[CH2:21][CH2:20][C@@H:19]([O:22][Si:23]([C:26]([CH3:28])([CH3:29])[CH3:27])([CH3:25])[CH3:24])[CH2:18]1)[CH:9]=[CH:8]2. (2) Given the reactants [Cl:1][CH:2]([CH3:7])[C:3]([NH:5][OH:6])=[NH:4].C(N(CC)CC)C.[CH3:15][C:16]1[CH:17]=[C:18]([CH:22]=[CH:23][CH:24]=1)[C:19](Cl)=O, predict the reaction product. The product is: [Cl:1][CH:2]([C:3]1[N:4]=[C:15]([C:16]2[CH:17]=[C:18]([CH3:19])[CH:22]=[CH:23][CH:24]=2)[O:6][N:5]=1)[CH3:7]. (3) Given the reactants Br[C:2]1[CH:3]=[CH:4][C:5]2[N:9]=[CH:8][N:7]([C:10]3[CH:15]=[CH:14][C:13]([C:16]([F:19])([F:18])[F:17])=[CH:12][CH:11]=3)[C:6]=2[CH:20]=1.[F:21][C:22]1[CH:27]=[CH:26][C:25]([N:28]2[C:32](B(O)O)=[CH:31][CH:30]=[N:29]2)=[CH:24][CH:23]=1, predict the reaction product. The product is: [F:21][C:22]1[CH:23]=[CH:24][C:25]([N:28]2[C:32]([C:2]3[CH:3]=[CH:4][C:5]4[N:9]=[CH:8][N:7]([C:10]5[CH:15]=[CH:14][C:13]([C:16]([F:19])([F:18])[F:17])=[CH:12][CH:11]=5)[C:6]=4[CH:20]=3)=[CH:31][CH:30]=[N:29]2)=[CH:26][CH:27]=1.